From a dataset of Forward reaction prediction with 1.9M reactions from USPTO patents (1976-2016). Predict the product of the given reaction. (1) Given the reactants [CH2:1]([O:8][C:9]1[C:10]([C:27]([OH:29])=[O:28])=[N:11][CH:12]=[C:13]([C:16](=[O:26])[NH:17][CH2:18][C:19]2[CH:24]=[CH:23][C:22]([F:25])=[CH:21][CH:20]=2)[C:14]=1[OH:15])[C:2]1[CH:7]=[CH:6][CH:5]=[CH:4][CH:3]=1.Cl.[CH3:31]N(C)CCCN=C=NCC.ON1C2C=CC=CC=2N=N1.C(N(CC)CC)C, predict the reaction product. The product is: [CH3:31][O:28][C:27]([C:10]1[C:9]([O:8][CH2:1][C:2]2[CH:3]=[CH:4][CH:5]=[CH:6][CH:7]=2)=[C:14]([OH:15])[C:13]([C:16](=[O:26])[NH:17][CH2:18][C:19]2[CH:20]=[CH:21][C:22]([F:25])=[CH:23][CH:24]=2)=[CH:12][N:11]=1)=[O:29]. (2) Given the reactants [Cl:1][C:2]1[CH:7]=[CH:6][CH:5]=[CH:4][C:3]=1[C@H:8]([O:10][C:11]1[CH:15]=[C:14]([N:16]2[C:20]3[CH:21]=[C:22]([O:25]CC4C=CC(OC)=CC=4)[CH:23]=[CH:24][C:19]=3[N:18]=[CH:17]2)[S:13][C:12]=1[C:35]([O:37][CH3:38])=[O:36])[CH3:9].FC(F)(F)C(O)=O.[OH-].[Na+].C([O-])(O)=O.[Na+], predict the reaction product. The product is: [Cl:1][C:2]1[CH:7]=[CH:6][CH:5]=[CH:4][C:3]=1[C@H:8]([O:10][C:11]1[CH:15]=[C:14]([N:16]2[C:20]3[CH:21]=[C:22]([OH:25])[CH:23]=[CH:24][C:19]=3[N:18]=[CH:17]2)[S:13][C:12]=1[C:35]([O:37][CH3:38])=[O:36])[CH3:9]. (3) Given the reactants C([O-])([O-])=O.[Cs+].[Cs+].[C:7]([O:11][C:12](=[O:28])[CH2:13][CH2:14][N:15]1[CH2:20][CH2:19][O:18][CH:17]([C:21]2[CH:26]=[CH:25][C:24]([OH:27])=[CH:23][CH:22]=2)[CH2:16]1)([CH3:10])([CH3:9])[CH3:8].Br[C:30]1[CH:35]=[CH:34][CH:33]=[CH:32][CH:31]=1, predict the reaction product. The product is: [C:7]([O:11][C:12](=[O:28])[CH2:13][CH2:14][N:15]1[CH2:20][CH2:19][O:18][CH:17]([C:21]2[CH:22]=[CH:23][C:24]([O:27][C:30]3[CH:35]=[CH:34][CH:33]=[CH:32][CH:31]=3)=[CH:25][CH:26]=2)[CH2:16]1)([CH3:10])([CH3:8])[CH3:9]. (4) Given the reactants [NH2:1][C@H:2]([CH3:14])[C@@H:3]([C:5]1[CH:13]=[CH:12][C:8]2[CH2:9][CH2:10][O:11][C:7]=2[CH:6]=1)[OH:4].[F:15][C:16]1[CH:21]=[CH:20][C:19]([N:22]2[C:30]3[C:25](=[CH:26][C:27](I)=[CH:28][CH:29]=3)[CH:24]=[N:23]2)=[CH:18][CH:17]=1.C(=O)([O-])[O-].[Cs+].[Cs+], predict the reaction product. The product is: [O:11]1[C:7]2[CH:6]=[C:5]([C@@H:3]([O:4][C:27]3[CH:26]=[C:25]4[C:30](=[CH:29][CH:28]=3)[N:22]([C:19]3[CH:20]=[CH:21][C:16]([F:15])=[CH:17][CH:18]=3)[N:23]=[CH:24]4)[C@@H:2]([NH2:1])[CH3:14])[CH:13]=[CH:12][C:8]=2[CH2:9][CH2:10]1. (5) Given the reactants [C:1]([N:4]1[CH2:9][CH2:8][C:7](=O)[CH2:6][CH2:5]1)(=[O:3])[CH3:2].N1CCOCC1.C1(C)C=CC(S(O)(=O)=O)=CC=1.CCN(CC)CC.[CH3:35][C:36]1[CH:37]=[C:38]([CH:42]=[CH:43][C:44]=1[Cl:45])[C:39](Cl)=O.[NH2:46][NH2:47], predict the reaction product. The product is: [Cl:45][C:44]1[CH:43]=[CH:42][C:38]([C:39]2[C:6]3[CH2:5][N:4]([C:1](=[O:3])[CH3:2])[CH2:9][CH2:8][C:7]=3[NH:47][N:46]=2)=[CH:37][C:36]=1[CH3:35]. (6) Given the reactants [OH:1][C:2]1[CH:7]=[CH:6][C:5]([C:8]2[O:9][C:10]3[CH:19]=[CH:18][C:17]([NH:20][C:21](=[O:23])[CH3:22])=[CH:16][C:11]=3[C:12](=[O:15])[C:13]=2[OH:14])=[CH:4][CH:3]=1, predict the reaction product. The product is: [OH:1][C:2]1[CH:3]=[CH:4][C:5]([C:8]2[O:9][C:10]3[CH:19]=[CH:18][C:17]([NH:20][C:21](=[O:23])[CH3:22])=[CH:16][C:11]=3[C:12](=[O:15])[C:13]=2[O:14][CH2:8][C:5]2[CH:6]=[CH:7][CH:2]=[CH:3][CH:4]=2)=[CH:6][CH:7]=1. (7) Given the reactants [Cl:1][C:2]1[C:3]([C:12](=[N:27][O:28][CH2:29][CH3:30])[CH2:13][NH:14][C:15](=[O:26])[C:16]2[CH:21]=[CH:20][CH:19]=[CH:18][C:17]=2[C:22]([F:25])([F:24])[F:23])=[N:4][CH:5]=[C:6]([C:8]([F:11])([F:10])[F:9])[CH:7]=1.C(C1C=CC=CC=1)(=O)C1C=CC=CC=1, predict the reaction product. The product is: [Cl:1][C:2]1[C:3](/[C:12](=[N:27]\[O:28][CH2:29][CH3:30])/[CH2:13][NH:14][C:15](=[O:26])[C:16]2[CH:21]=[CH:20][CH:19]=[CH:18][C:17]=2[C:22]([F:24])([F:25])[F:23])=[N:4][CH:5]=[C:6]([C:8]([F:9])([F:11])[F:10])[CH:7]=1. (8) The product is: [Br:1][C:2]1[CH:3]=[CH:4][C:5]2[O:9][C:8](=[O:10])[N:7]([CH2:13][C:14](=[O:16])[CH3:15])[C:6]=2[CH:11]=1. Given the reactants [Br:1][C:2]1[CH:3]=[CH:4][C:5]2[O:9][C:8](=[O:10])[NH:7][C:6]=2[CH:11]=1.Cl[CH2:13][C:14](=[O:16])[CH3:15], predict the reaction product. (9) Given the reactants [C:1]([N:3]1[CH2:8][CH2:7][CH:6]([N:9]([CH:23]2[CH2:25][CH2:24]2)[C:10](=[O:22])[C:11]2[CH:16]=[CH:15][C:14]([C:17]3[O:21][CH:20]=[N:19][CH:18]=3)=[CH:13][CH:12]=2)[CH2:5][CH2:4]1)#[N:2].[OH:26][NH:27][C:28](=N)[CH2:29][C:30]1[CH:35]=[CH:34][CH:33]=[CH:32][CH:31]=1, predict the reaction product. The product is: [CH2:29]([C:28]1[N:2]=[C:1]([N:3]2[CH2:4][CH2:5][CH:6]([N:9]([CH:23]3[CH2:25][CH2:24]3)[C:10](=[O:22])[C:11]3[CH:12]=[CH:13][C:14]([C:17]4[O:21][CH:20]=[N:19][CH:18]=4)=[CH:15][CH:16]=3)[CH2:7][CH2:8]2)[O:26][N:27]=1)[C:30]1[CH:35]=[CH:34][CH:33]=[CH:32][CH:31]=1. (10) The product is: [NH2:26][C:10]1[C:11]([C:24]#[N:25])=[N:12][C:13]([C:14]2[CH:19]=[CH:18][C:17](=[O:20])[N:16]([CH:21]([CH3:23])[CH3:22])[N:15]=2)=[C:8]([C:3]2[CH:4]=[CH:5][CH:6]=[CH:7][C:2]=2[Br:1])[N:9]=1. Given the reactants [Br:1][C:2]1[CH:7]=[CH:6][CH:5]=[CH:4][C:3]=1[C:8]1[N:9]=[C:10]([NH:26]CC2C=CC(OC)=CC=2)[C:11]([C:24]#[N:25])=[N:12][C:13]=1[C:14]1[CH:19]=[CH:18][C:17](=[O:20])[N:16]([CH:21]([CH3:23])[CH3:22])[N:15]=1.BrC1C=CC=CC=1C1N=C(C#N)C(NCC2C=CC(OC)=CC=2)=NC=1C1C=CC(=O)N(C(C)C)N=1, predict the reaction product.